This data is from Full USPTO retrosynthesis dataset with 1.9M reactions from patents (1976-2016). The task is: Predict the reactants needed to synthesize the given product. (1) Given the product [CH2:3]([O:2][P:1]([CH2:23][CH:24]([CH2:35][CH2:36][C:37]([O:39][CH2:40][C:41]1[CH:42]=[CH:43][CH:44]=[CH:45][CH:46]=1)=[O:38])[C:25]([O:27][CH2:28][C:29]1[CH:34]=[CH:33][CH:32]=[CH:31][CH:30]=1)=[O:26])([O:10][CH2:11][C:12]1[CH:17]=[CH:16][CH:15]=[CH:14][CH:13]=1)=[O:18])[C:4]1[CH:9]=[CH:8][CH:7]=[CH:6][CH:5]=1, predict the reactants needed to synthesize it. The reactants are: [P:1]([O-:18])([O:10][CH2:11][C:12]1[CH:17]=[CH:16][CH:15]=[CH:14][CH:13]=1)[O:2][CH2:3][C:4]1[CH:9]=[CH:8][CH:7]=[CH:6][CH:5]=1.C[Al](C)C.[CH2:23]=[C:24]([CH2:35][CH2:36][C:37]([O:39][CH2:40][C:41]1[CH:46]=[CH:45][CH:44]=[CH:43][CH:42]=1)=[O:38])[C:25]([O:27][CH2:28][C:29]1[CH:34]=[CH:33][CH:32]=[CH:31][CH:30]=1)=[O:26]. (2) Given the product [F:39][C:30]([F:40])([CH2:31][O:32][C:33]1[CH:38]=[CH:37][CH:36]=[CH:35][CH:34]=1)/[CH:29]=[CH:28]/[C@H:15]1[C@H:14]([OH:43])[CH2:27][C@H:46]([OH:47])[C@@H:16]1[CH2:25]/[CH:24]=[CH:23]\[CH2:22][CH2:21][CH2:20][C:19]([OH:26])=[O:18], predict the reactants needed to synthesize it. The reactants are: C1(C2C=CC(C(O[C@@H:14]3[CH2:27][C@@H]4[O:18][C:19](=[O:26])[CH2:20][CH2:21][CH2:22][CH:23]=[CH:24][CH2:25][C@@H:16]4[C@H:15]3/[CH:28]=[CH:29]/[C:30]([F:40])([F:39])[CH2:31][O:32][C:33]3[CH:38]=[CH:37][CH:36]=[CH:35][CH:34]=3)=O)=CC=2)C=CC=CC=1.[OH-:43].[Na+].Cl.[CH3:46][OH:47]. (3) Given the product [CH3:1][O:2][C:3](=[O:33])[C:4]1[CH:9]=[CH:8][C:7]([CH2:10][N:11]2[CH:15]=[C:14]([C:16]3[CH:21]=[CH:20][C:19]([Cl:22])=[CH:18][C:17]=3[Cl:23])[N:13]=[C:12]2/[CH:24]=[CH:25]/[C:26]2[CH:31]=[CH:30][C:29]([C:41]3[CH:42]=[CH:43][C:38]([S:37][CH:34]([CH3:36])[CH3:35])=[CH:39][CH:40]=3)=[CH:28][CH:27]=2)=[CH:6][CH:5]=1, predict the reactants needed to synthesize it. The reactants are: [CH3:1][O:2][C:3](=[O:33])[C:4]1[CH:9]=[CH:8][C:7]([CH2:10][N:11]2[CH:15]=[C:14]([C:16]3[CH:21]=[CH:20][C:19]([Cl:22])=[CH:18][C:17]=3[Cl:23])[N:13]=[C:12]2/[CH:24]=[CH:25]/[C:26]2[CH:31]=[CH:30][C:29](Br)=[CH:28][CH:27]=2)=[CH:6][CH:5]=1.[CH:34]([S:37][C:38]1[CH:43]=[CH:42][C:41](B(O)O)=[CH:40][CH:39]=1)([CH3:36])[CH3:35]. (4) Given the product [Cl:1][C:2]1[CH:7]=[CH:6][C:5]([N:8]2[C:12]([CH:13]([CH3:15])[CH3:14])=[C:11]([NH:16][C:17]([CH:18]3[N:22]4[C:23]([CH3:33])=[N:24][C:25]([C:29]([F:30])([F:32])[F:31])=[C:26]4[CH:27]=[CH:28][CH2:19]3)=[O:34])[CH:10]=[N:9]2)=[CH:4][CH:3]=1, predict the reactants needed to synthesize it. The reactants are: [Cl:1][C:2]1[CH:7]=[CH:6][C:5]([N:8]2[C:12]([CH:13]([CH3:15])[CH3:14])=[C:11]([NH:16][C:17](=[O:34])[CH:18]([N:22]3[C:26]([CH:27]=[CH2:28])=[C:25]([C:29]([F:32])([F:31])[F:30])[N:24]=[C:23]3[CH3:33])[CH2:19]C=C)[CH:10]=[N:9]2)=[CH:4][CH:3]=1.